This data is from Reaction yield outcomes from USPTO patents with 853,638 reactions. The task is: Predict the reaction yield, written as a fraction of the theoretical maximum amount of product (1.0 means a 100% yield; for example, 0.34 means a 34% yield). (1) The reactants are Br[C:2]1[CH:15]=[CH:14][C:5]([O:6][Si:7]([C:10]([CH3:13])([CH3:12])[CH3:11])([CH3:9])[CH3:8])=[CH:4][CH:3]=1.[CH2:16]([NH:20][CH3:21])[CH:17]([CH3:19])[CH3:18].C(P(C(C)(C)C)C1C=CC=CC=1C1C=CC=CC=1)(C)(C)C.CC(C)([O-])C.[Na+]. The catalyst is C1(C)C=CC=CC=1.C([O-])(=O)C.[Pd+2].C([O-])(=O)C. The product is [CH2:16]([N:20]([CH3:21])[C:2]1[CH:15]=[CH:14][C:5]([O:6][Si:7]([C:10]([CH3:13])([CH3:12])[CH3:11])([CH3:9])[CH3:8])=[CH:4][CH:3]=1)[CH:17]([CH3:19])[CH3:18]. The yield is 0.640. (2) The reactants are [NH2:1][C:2]1[CH:3]=[CH:4][C:5]([Cl:10])=[C:6]([CH2:8][OH:9])[CH:7]=1.[C:11](=[O:14])([O-])[O-:12].[Na+].[Na+]. The catalyst is O1CCOCC1.O. The product is [Cl:10][C:5]1[CH:4]=[CH:3][C:2]([NH:1][C:11](=[O:14])[O:12][C:6]([CH3:8])([CH3:7])[CH3:5])=[CH:7][C:6]=1[CH2:8][OH:9]. The yield is 0.680. (3) The reactants are Cl[C:2]1[N:10]=[C:9]2[C:5]([N:6]=[C:7]([CH2:12][N:13]3[CH2:16][CH:15]([CH:17]4[CH2:22][CH2:21][O:20][CH2:19][CH2:18]4)[CH2:14]3)[N:8]2[CH3:11])=[C:4]([N:23]2[CH2:28][CH2:27][O:26][CH2:25][CH2:24]2)[N:3]=1.[NH:29]1[C:33]2[CH:34]=[CH:35][CH:36]=[CH:37][C:32]=2[N:31]=[C:30]1CN.CC(C1C=C(C(C)C)C(C2C=CC=CC=2P(C2CCCCC2)C2CCCCC2)=C(C(C)C)C=1)C.C([O-])([O-])=O.[Cs+].[Cs+].[CH3:80][N:81](C=O)C. The catalyst is C1C=CC(/C=C/C(/C=C/C2C=CC=CC=2)=O)=CC=1.C1C=CC(/C=C/C(/C=C/C2C=CC=CC=2)=O)=CC=1.C1C=CC(/C=C/C(/C=C/C2C=CC=CC=2)=O)=CC=1.[Pd].[Pd]. The product is [CH3:80][NH:81][C:30]1[N:29]([C:2]2[N:10]=[C:9]3[C:5]([N:6]=[C:7]([CH2:12][N:13]4[CH2:16][CH:15]([CH:17]5[CH2:18][CH2:19][O:20][CH2:21][CH2:22]5)[CH2:14]4)[N:8]3[CH3:11])=[C:4]([N:23]3[CH2:28][CH2:27][O:26][CH2:25][CH2:24]3)[N:3]=2)[C:33]2[CH:34]=[CH:35][CH:36]=[CH:37][C:32]=2[N:31]=1. The yield is 0.690. (4) The reactants are [CH2:1]([NH:5][C:6]1[C:7]([C:15]([OH:17])=O)=[CH:8][C:9]2[O:13][CH2:12][O:11][C:10]=2[CH:14]=1)[CH:2]([CH3:4])[CH3:3].[CH3:18]CN(C(C)C)C(C)C.C1C=[CH:29][C:30]2[N:35](O)N=N[C:31]=2[CH:32]=1.CCN=C=NCCCN(C)C. The catalyst is C(Cl)Cl. The product is [CH2:1]([NH:5][C:6]1[C:7]([C:15]([NH:35][C:30]([CH3:29])([C:31]#[CH:32])[CH3:18])=[O:17])=[CH:8][C:9]2[O:13][CH2:12][O:11][C:10]=2[CH:14]=1)[CH:2]([CH3:3])[CH3:4]. The yield is 0.580. (5) The reactants are Cl[CH2:2][C:3]1[CH:22]=[CH:21][C:6]([O:7][CH2:8][C:9]2[N:10]=[C:11]([C:15]3[CH:20]=[CH:19][CH:18]=[CH:17][CH:16]=3)[O:12][C:13]=2[CH3:14])=[CH:5][CH:4]=1.[OH:23][C:24]1[CH:25]=[C:26]([C:30]([O:32][CH3:33])=[O:31])[CH:27]=[N:28][CH:29]=1.CN(C)C=O.[H-].[Na+]. The catalyst is O. The product is [CH3:14][C:13]1[O:12][C:11]([C:15]2[CH:20]=[CH:19][CH:18]=[CH:17][CH:16]=2)=[N:10][C:9]=1[CH2:8][O:7][C:6]1[CH:21]=[CH:22][C:3]([CH2:2][O:23][C:24]2[CH:25]=[C:26]([C:30]([O:32][CH3:33])=[O:31])[CH:27]=[N:28][CH:29]=2)=[CH:4][CH:5]=1. The yield is 0.00430.